Dataset: HIV replication inhibition screening data with 41,000+ compounds from the AIDS Antiviral Screen. Task: Binary Classification. Given a drug SMILES string, predict its activity (active/inactive) in a high-throughput screening assay against a specified biological target. The compound is O=C1C(=Cc2ccc([N+](=O)[O-])cc2)Sc2scc(-c3cccc([N+](=O)[O-])c3)[n+]21.[ClH2+]. The result is 0 (inactive).